This data is from Full USPTO retrosynthesis dataset with 1.9M reactions from patents (1976-2016). The task is: Predict the reactants needed to synthesize the given product. (1) Given the product [Cl:38][CH2:39][C:40]([NH:1][C:2]1[CH:3]=[C:4]([C:8]2[CH:17]=[N:16][C:15]3[C:14]([N:18]4[CH2:23][CH2:22][O:21][CH2:20][CH2:19]4)=[N:13][C:12]([C:24]4[CH:25]=[N:26][C:27]([NH:30][C:31](=[O:37])[O:32][C:33]([CH3:34])([CH3:36])[CH3:35])=[N:28][CH:29]=4)=[N:11][C:10]=3[CH:9]=2)[CH:5]=[CH:6][CH:7]=1)=[O:41], predict the reactants needed to synthesize it. The reactants are: [NH2:1][C:2]1[CH:3]=[C:4]([C:8]2[CH:17]=[N:16][C:15]3[C:14]([N:18]4[CH2:23][CH2:22][O:21][CH2:20][CH2:19]4)=[N:13][C:12]([C:24]4[CH:25]=[N:26][C:27]([NH:30][C:31](=[O:37])[O:32][C:33]([CH3:36])([CH3:35])[CH3:34])=[N:28][CH:29]=4)=[N:11][C:10]=3[CH:9]=2)[CH:5]=[CH:6][CH:7]=1.[Cl:38][CH2:39][C:40](Cl)=[O:41].C(N(CC)CC)C. (2) Given the product [F:10][C:5]1[CH:4]=[CH:3][C:2]([NH:21][CH2:20][CH2:19][C:16]2[CH:15]=[CH:14][C:13]([C:12]([F:23])([F:11])[F:22])=[CH:18][N:17]=2)=[CH:7][C:6]=1[O:8][CH3:9], predict the reactants needed to synthesize it. The reactants are: Br[C:2]1[CH:3]=[CH:4][C:5]([F:10])=[C:6]([O:8][CH3:9])[CH:7]=1.[F:11][C:12]([F:23])([F:22])[C:13]1[CH:14]=[CH:15][C:16]([CH2:19][CH2:20][NH2:21])=[N:17][CH:18]=1. (3) Given the product [CH3:1][N:2]([CH3:22])[CH2:3][CH2:4][CH:5]([O:11][C:12]1[C:17]2[C:16](=[CH:21][CH:20]=[CH:19][CH:18]=2)[CH:15]=[CH:14][CH:13]=1)[C:6]1[S:10][CH:9]=[CH:8][CH:7]=1, predict the reactants needed to synthesize it. The reactants are: [CH3:1][NH:2][CH2:3][CH2:4][C@H:5]([O:11][C:12]1[CH:13]=[CH:14][CH:15]=[C:16]2[CH:21]=[CH:20][CH:19]=[CH:18][C:17]=12)[C:6]1[S:10][CH:9]=[CH:8][CH:7]=1.[C:22](O)(=O)[C@H](C1C=CC=CC=1)O.CC1(C)O[C@H]2[C@@H]3OC(C)(C)O[C@]3(C(O)=O)O[C@H]2CO1.CN(C)CCC(C1SC=CC=1)O.FC1C2C(=CC=CC=2)C=CC=1.